Dataset: hERG Central: cardiac toxicity at 1µM, 10µM, and general inhibition. Task: Predict hERG channel inhibition at various concentrations. (1) The molecule is COc1ccc(CCn2c(=N)c(C(=O)NCC3CCCO3)cc3c(=O)n4cccc(C)c4nc32)cc1. Results: hERG_inhib (hERG inhibition (general)): blocker. (2) The drug is O=C(CN1CCN(S(=O)(=O)c2ccccc2)CC1)Nc1ccc([N+](=O)[O-])cc1. Results: hERG_inhib (hERG inhibition (general)): blocker. (3) The drug is CCOc1ccc(/C=N/NC(=O)c2ccc(F)cc2)cc1CN1CC2CC(C1)c1cccc(=O)n1C2. Results: hERG_inhib (hERG inhibition (general)): blocker.